Task: Predict the reactants needed to synthesize the given product.. Dataset: Full USPTO retrosynthesis dataset with 1.9M reactions from patents (1976-2016) (1) Given the product [CH:23]1[C:35]2[CH:34]([CH2:36][O:37][C:38](=[O:39])[NH:40][C@H:41]([C:42](=[O:43])[NH:1][C:2]3[CH:3]=[CH:4][C:5]([CH2:6][N:7]([CH:15]4[CH2:20][CH2:19][CH2:18][CH2:17][CH2:16]4)[C:8]([C:10]4[O:11][CH:12]=[CH:13][CH:14]=4)=[O:9])=[CH:21][CH:22]=3)[CH2:45][C:46]3[CH:47]=[CH:48][CH:49]=[CH:50][CH:51]=3)[C:33]3[C:28](=[CH:29][CH:30]=[CH:31][CH:32]=3)[C:27]=2[CH:26]=[CH:25][CH:24]=1, predict the reactants needed to synthesize it. The reactants are: [NH2:1][C:2]1[CH:22]=[CH:21][C:5]([CH2:6][N:7]([CH:15]2[CH2:20][CH2:19][CH2:18][CH2:17][CH2:16]2)[C:8]([C:10]2[O:11][CH:12]=[CH:13][CH:14]=2)=[O:9])=[CH:4][CH:3]=1.[CH:23]1[C:35]2[CH:34]([CH2:36][O:37][C:38]([NH:40][C@@H:41]([CH2:45][C:46]3[CH:51]=[CH:50][CH:49]=[CH:48][CH:47]=3)[C:42](O)=[O:43])=[O:39])[C:33]3[C:28](=[CH:29][CH:30]=[CH:31][CH:32]=3)[C:27]=2[CH:26]=[CH:25][CH:24]=1. (2) Given the product [CH3:13][C@H:7]1[CH2:8][CH2:9][CH2:10][C@@H:11]([CH3:12])[N:6]1[CH2:5][C:4]([NH:15][NH2:16])=[O:3], predict the reactants needed to synthesize it. The reactants are: C([O:3][C:4](=O)[CH2:5][N:6]1[C@H:11]([CH3:12])[CH2:10][CH2:9][CH2:8][C@@H:7]1[CH3:13])C.[NH2:15][NH2:16]. (3) Given the product [N+:1]([C:4]1[C:5]([CH3:21])=[C:6]2[C:11](=[C:12]([CH3:15])[C:13]=1[CH3:14])[O:10][C:9]([CH2:17][O:18][CH3:19])([CH3:16])[CH:8]=[CH:7]2)([O-:3])=[O:2], predict the reactants needed to synthesize it. The reactants are: [N+:1]([C:4]1[C:5]([CH3:21])=[C:6]2[C:11](=[C:12]([CH3:15])[C:13]=1[CH3:14])[O:10][C:9]([CH2:17][O:18][CH3:19])([CH3:16])[CH2:8][CH:7]2O)([O-:3])=[O:2].C1C=CC=CC=1.C1(C)C=CC(S(O)(=O)=O)=CC=1.